From a dataset of Reaction yield outcomes from USPTO patents with 853,638 reactions. Predict the reaction yield, written as a fraction of the theoretical maximum amount of product (1.0 means a 100% yield; for example, 0.34 means a 34% yield). (1) The reactants are Br[C:2]1[C:6](=[O:7])[C:5]([CH3:9])([CH3:8])[O:4][C:3]=1[C:10]1[CH:17]=[CH:16][C:13]([C:14]#[N:15])=[CH:12][CH:11]=1.[CH2:18]([O:25][C:26]1[CH:31]=[CH:30][C:29](B2OC(C)(C)C(C)(C)O2)=[CH:28][CH:27]=1)[C:19]1[CH:24]=[CH:23][CH:22]=[CH:21][CH:20]=1.C([O-])([O-])=O.[Cs+].[Cs+]. The catalyst is C1(C)C=CC=CC=1.O.C1C=CC(P(C2C=CC=CC=2)[C-]2C=CC=C2)=CC=1.C1C=CC(P(C2C=CC=CC=2)[C-]2C=CC=C2)=CC=1.Cl[Pd]Cl.[Fe+2]. The product is [CH2:18]([O:25][C:26]1[CH:31]=[CH:30][C:29]([C:2]2[C:6](=[O:7])[C:5]([CH3:9])([CH3:8])[O:4][C:3]=2[C:10]2[CH:17]=[CH:16][C:13]([C:14]#[N:15])=[CH:12][CH:11]=2)=[CH:28][CH:27]=1)[C:19]1[CH:24]=[CH:23][CH:22]=[CH:21][CH:20]=1. The yield is 0.743. (2) The reactants are [Br:1][C:2]1[S:6][C:5]([C:7](OCC)([O:9]CC)[CH3:8])=[N:4][CH:3]=1.FC(F)(F)C(O)=O.O. The catalyst is ClCCl. The product is [Br:1][C:2]1[S:6][C:5]([C:7](=[O:9])[CH3:8])=[N:4][CH:3]=1. The yield is 0.910.